Dataset: Full USPTO retrosynthesis dataset with 1.9M reactions from patents (1976-2016). Task: Predict the reactants needed to synthesize the given product. (1) Given the product [ClH:33].[ClH:33].[C:1]12([CH2:11][C:12]([NH:14][C:15]3[C:24]([CH3:25])=[CH:23][CH:22]=[C:21]4[C:16]=3[CH:17]=[CH:18][C:19]([CH2:26][CH2:27][NH:28][CH2:29][CH2:30][CH2:31][OH:32])=[N:20]4)=[O:13])[CH2:10][CH:5]3[CH2:4][CH:3]([CH2:9][CH:7]([CH2:6]3)[CH2:8]1)[CH2:2]2, predict the reactants needed to synthesize it. The reactants are: [C:1]12([CH2:11][C:12]([NH:14][C:15]3[C:24]([CH3:25])=[CH:23][CH:22]=[C:21]4[C:16]=3[CH:17]=[CH:18][C:19]([CH:26]=[CH2:27])=[N:20]4)=[O:13])[CH2:10][CH:5]3[CH2:6][CH:7]([CH2:9][CH:3]([CH2:4]3)[CH2:2]1)[CH2:8]2.[NH2:28][CH2:29][CH2:30][CH2:31][OH:32].[Cl:33]CCl.C(=O)(O)[O-].[Na+]. (2) Given the product [F:1][C:2]1[CH:11]=[CH:10][C:5]([C:6]2[N:9]=[C:22]([CH2:21][CH2:20][C:19]#[C:18][C:13]3[CH:14]=[CH:15][CH:16]=[CH:17][N:12]=3)[O:8][N:7]=2)=[CH:4][CH:3]=1, predict the reactants needed to synthesize it. The reactants are: [F:1][C:2]1[CH:11]=[CH:10][C:5]([C:6]([NH2:9])=[N:7][OH:8])=[CH:4][CH:3]=1.[N:12]1[CH:17]=[CH:16][CH:15]=[CH:14][C:13]=1[C:18]#[C:19][CH2:20][CH2:21][C:22](O)=O.C1C=CC2N(O)N=NC=2C=1.CCN=C=NCCCN(C)C.Cl. (3) Given the product [CH3:1][O:2][C:3](=[O:17])[CH2:4][CH:5]([C:11]1[CH:16]=[CH:15][CH:14]=[CH:13][CH:12]=1)[CH2:6][O:7][C:8](=[O:10])[CH3:9], predict the reactants needed to synthesize it. The reactants are: [CH3:1][O:2][C:3](=[O:17])[CH:4]=[C:5]([C:11]1[CH:16]=[CH:15][CH:14]=[CH:13][CH:12]=1)[CH2:6][O:7][C:8](=[O:10])[CH3:9]. (4) Given the product [F:23][C:20]1[CH:21]=[CH:22][C:12]([C:2]([CH3:11])([CH3:1])[CH2:3][C@@:4]([C:7]([F:10])([F:8])[F:9])([OH:5])[CH2:6][C:28]#[CH:29])=[C:13]([CH2:14][OH:15])[CH:19]=1, predict the reactants needed to synthesize it. The reactants are: [CH3:1][C:2]([C:12]1[CH:22]=[CH:21][C:20]([F:23])=[CH:19][C:13]=1[CH2:14][O:15]C(=O)C)([CH3:11])[CH2:3][C@:4]1([C:7]([F:10])([F:9])[F:8])[CH2:6][O:5]1.[Li].[OH-].[Na+].Cl.[CH2:28]1COC[CH2:29]1. (5) Given the product [Cl:16][C:14]1[C:13]([CH3:17])=[C:12]([C:30]2[CH:35]=[N:34][C:33]([CH:36]=[O:37])=[CH:32][CH:31]=2)[C:11]([O:19][CH3:20])=[C:10]([CH:8]([NH:7][C:6](=[O:21])[O:5][C:1]([CH3:4])([CH3:3])[CH3:2])[CH3:9])[CH:15]=1, predict the reactants needed to synthesize it. The reactants are: [C:1]([O:5][C:6](=[O:21])[NH:7][CH:8]([C:10]1[CH:15]=[C:14]([Cl:16])[C:13]([CH3:17])=[C:12](Br)[C:11]=1[O:19][CH3:20])[CH3:9])([CH3:4])([CH3:3])[CH3:2].CC1(C)C(C)(C)OB([C:30]2[CH:31]=[CH:32][C:33]([CH:36]=[O:37])=[N:34][CH:35]=2)O1.C(=O)([O-])[O-].[K+].[K+].N#N. (6) Given the product [Br:29][C:30]1[CH:31]=[CH:32][C:33]2[O:37][C:36]3[C:38](=[O:40])[NH:39][C:42]([CH2:43][N:44]4[C:48](=[O:49])[C:47]5([CH2:54][CH2:53][N:52]([C:55]([O:57][C:58]([CH3:60])([CH3:61])[CH3:59])=[O:56])[CH2:51][CH2:50]5)[N:46]([C:62]5[CH:67]=[CH:66][CH:65]=[CH:64][CH:63]=5)[CH2:45]4)=[N:41][C:35]=3[C:34]=2[CH:69]=1, predict the reactants needed to synthesize it. The reactants are: BrC1C=CC2OC3C(=O)NC(C4CCN(C(OC(C)(C)C)=O)CC4)=NC=3C=2C=1.[Br:29][C:30]1[CH:31]=[CH:32][C:33]2[O:37][C:36]([C:38](=[O:40])[NH2:39])=[C:35]([NH:41][C:42](=O)[CH2:43][N:44]3[C:48](=[O:49])[C:47]4([CH2:54][CH2:53][N:52]([C:55]([O:57][C:58]([CH3:61])([CH3:60])[CH3:59])=[O:56])[CH2:51][CH2:50]4)[N:46]([C:62]4[CH:67]=[CH:66][CH:65]=[CH:64][CH:63]=4)[CH2:45]3)[C:34]=2[CH:69]=1.BrC1C=CC2OC(C(=O)N)=C(NC(C3CCN(C(OC(C)(C)C)=O)CC3)=O)C=2C=1. (7) Given the product [CH3:31][Si:30]([CH3:33])([CH3:32])[CH2:29][CH2:28][O:27][CH2:26][N:25]([CH2:34][O:35][CH2:36][CH2:37][Si:38]([CH3:41])([CH3:40])[CH3:39])[C:23]1[N:22]2[N:42]=[CH:43][C:44]([C:45]3[CH:46]=[N:47][C:48]4[C:53]([CH:54]=3)=[CH:52][CH:51]=[CH:50][CH:49]=4)=[C:21]2[N:20]=[C:19]([O:1][CH2:2][CH:3]2[CH2:8][CH2:7][N:6]([C:9]([O:11][C:12]([CH3:15])([CH3:14])[CH3:13])=[O:10])[CH2:5][CH2:4]2)[C:24]=1[Br:55], predict the reactants needed to synthesize it. The reactants are: [OH:1][CH2:2][CH:3]1[CH2:8][CH2:7][N:6]([C:9]([O:11][C:12]([CH3:15])([CH3:14])[CH3:13])=[O:10])[CH2:5][CH2:4]1.[H-].[Na+].Cl[C:19]1[CH:24]=[C:23]([N:25]([CH2:34][O:35][CH2:36][CH2:37][Si:38]([CH3:41])([CH3:40])[CH3:39])[CH2:26][O:27][CH2:28][CH2:29][Si:30]([CH3:33])([CH3:32])[CH3:31])[N:22]2[N:42]=[CH:43][C:44]([C:45]3[CH:46]=[N:47][C:48]4[C:53]([CH:54]=3)=[CH:52][CH:51]=[CH:50][CH:49]=4)=[C:21]2[N:20]=1.[Br:55]N1C(=O)CCC1=O.